From a dataset of Full USPTO retrosynthesis dataset with 1.9M reactions from patents (1976-2016). Predict the reactants needed to synthesize the given product. (1) Given the product [Cl:1][C:2]1[C:9]([CH3:10])=[C:8]([O:11][CH:12]2[CH2:17][CH2:16][N:15]([CH2:41][CH:36]3[CH2:40][CH:39]=[CH:38][CH2:37]3)[CH2:14][CH2:13]2)[CH:7]=[CH:6][C:3]=1[C:4]#[N:5], predict the reactants needed to synthesize it. The reactants are: [Cl:1][C:2]1[C:9]([CH3:10])=[C:8]([O:11][CH:12]2[CH2:17][CH2:16][NH:15][CH2:14][CH2:13]2)[CH:7]=[CH:6][C:3]=1[C:4]#[N:5].C(O)(=O)C.C(O[BH-](OC(=O)C)OC(=O)C)(=O)C.[Na+].[CH:36]1([CH:41]=O)[CH2:40][CH:39]=[CH:38][CH2:37]1. (2) Given the product [CH2:7]([N:5]1[N:4]=[N:3][C:2]([NH:1][C:16](=[O:17])[CH:15]([C:9]2[CH:14]=[CH:13][CH:12]=[CH:11][CH:10]=2)[C:19]2[CH:24]=[CH:23][CH:22]=[CH:21][CH:20]=2)=[N:6]1)[CH3:8], predict the reactants needed to synthesize it. The reactants are: [NH2:1][C:2]1[N:3]=[N:4][N:5]([CH2:7][CH3:8])[N:6]=1.[C:9]1([CH:15]([C:19]2[CH:24]=[CH:23][CH:22]=[CH:21][CH:20]=2)[C:16](Cl)=[O:17])[CH:14]=[CH:13][CH:12]=[CH:11][CH:10]=1. (3) Given the product [CH:1]1([CH2:6][CH:7]([N:11]2[C:16](=[O:17])[CH:15]=[C:14]([O:18][C:19]3[CH:24]=[CH:23][CH:22]=[CH:21][C:20]=3[S:25]([CH3:28])(=[O:27])=[O:26])[CH:13]=[N:12]2)[C:8]([NH:29][C:30]2[CH:34]=[CH:33][N:32]([CH2:35][C:36]([OH:38])([CH3:37])[CH3:39])[N:31]=2)=[O:10])[CH2:2][CH2:3][CH2:4][CH2:5]1, predict the reactants needed to synthesize it. The reactants are: [CH:1]1([CH2:6][CH:7]([N:11]2[C:16](=[O:17])[CH:15]=[C:14]([O:18][C:19]3[CH:24]=[CH:23][CH:22]=[CH:21][C:20]=3[S:25]([CH3:28])(=[O:27])=[O:26])[CH:13]=[N:12]2)[C:8]([OH:10])=O)[CH2:5][CH2:4][CH2:3][CH2:2]1.[NH2:29][C:30]1[CH:34]=[CH:33][N:32]([CH2:35][C:36]([CH3:39])([OH:38])[CH3:37])[N:31]=1. (4) The reactants are: [CH3:1][C:2]1[C:7]([Br:8])=[CH:6][CH:5]=[CH:4][C:3]=1[N:9]1[C:13](=[O:14])[NH:12][N:11]=[N:10]1.[C:15](=O)([O-])[O-].[K+].[K+].S(OC)(OC)(=O)=O.C(=O)(O)[O-].[Na+]. Given the product [CH3:1][C:2]1[C:7]([Br:8])=[CH:6][CH:5]=[CH:4][C:3]=1[N:9]1[C:13](=[O:14])[N:12]([CH3:15])[N:11]=[N:10]1, predict the reactants needed to synthesize it. (5) Given the product [CH2:1]([N:8]1[CH2:17][CH2:16][C:15]2[C:10](=[CH:11][C:12]([N:18]3[CH2:23][CH2:22][N:21]([CH2:55][CH2:54][CH2:53][CH2:52][C:38]4([C:36](=[O:37])[NH:35][CH2:34][C:33]([F:58])([F:57])[F:32])[C:51]5[CH:50]=[CH:49][CH:48]=[CH:47][C:46]=5[O:45][C:44]5[C:39]4=[CH:40][CH:41]=[CH:42][CH:43]=5)[CH2:20][CH2:19]3)=[CH:13][CH:14]=2)[C:9]1=[O:31])[C:2]1[CH:3]=[CH:4][CH:5]=[CH:6][CH:7]=1, predict the reactants needed to synthesize it. The reactants are: [CH2:1]([N:8]1[CH2:17][CH2:16][C:15]2[C:10](=[CH:11][C:12]([N:18]3[CH2:23][CH2:22][N:21](C(OC(C)(C)C)=O)[CH2:20][CH2:19]3)=[CH:13][CH:14]=2)[C:9]1=[O:31])[C:2]1[CH:7]=[CH:6][CH:5]=[CH:4][CH:3]=1.[F:32][C:33]([F:58])([F:57])[CH2:34][NH:35][C:36]([C:38]1([CH2:52][CH2:53][CH2:54][CH2:55]Br)[C:51]2[CH:50]=[CH:49][CH:48]=[CH:47][C:46]=2[O:45][C:44]2[C:39]1=[CH:40][CH:41]=[CH:42][CH:43]=2)=[O:37]. (6) Given the product [C:1]([O:5][C:6]([N:8]1[CH2:12][CH2:11][CH:10]([O:13][S:24]([CH3:23])(=[O:26])=[O:25])[CH2:9]1)=[O:7])([CH3:4])([CH3:2])[CH3:3], predict the reactants needed to synthesize it. The reactants are: [C:1]([O:5][C:6]([N:8]1[CH2:12][CH2:11][CH:10]([OH:13])[CH2:9]1)=[O:7])([CH3:4])([CH3:3])[CH3:2].C(N(C(C)C)C(C)C)C.[CH3:23][S:24](Cl)(=[O:26])=[O:25]. (7) Given the product [CH:1]([O:4][C:5](=[O:34])[CH2:6][CH2:7][CH2:8][CH2:9][CH2:10][O:11][C:12]1[C:13]([NH:33][S:38]([CH2:35][CH2:36][CH3:37])(=[O:40])=[O:39])=[CH:14][C:15]2[N:19]=[C:18]([C:20]3[CH:21]=[CH:22][CH:23]=[CH:24][CH:25]=3)[N:17]([C:26]3[CH:27]=[CH:28][CH:29]=[CH:30][CH:31]=3)[C:16]=2[CH:32]=1)([CH3:3])[CH3:2], predict the reactants needed to synthesize it. The reactants are: [CH:1]([O:4][C:5](=[O:34])[CH2:6][CH2:7][CH2:8][CH2:9][CH2:10][O:11][C:12]1[C:13]([NH2:33])=[CH:14][C:15]2[N:19]=[C:18]([C:20]3[CH:25]=[CH:24][CH:23]=[CH:22][CH:21]=3)[N:17]([C:26]3[CH:31]=[CH:30][CH:29]=[CH:28][CH:27]=3)[C:16]=2[CH:32]=1)([CH3:3])[CH3:2].[CH2:35]([S:38](Cl)(=[O:40])=[O:39])[CH2:36][CH3:37]. (8) Given the product [CH3:1][C:2]1[C:10]([N+:20]([O-:22])=[O:21])=[CH:9][C:8]([C:11]([F:12])([F:13])[F:14])=[CH:7][C:3]=1[C:4]([OH:6])=[O:5], predict the reactants needed to synthesize it. The reactants are: [CH3:1][C:2]1[CH:10]=[CH:9][C:8]([C:11]([F:14])([F:13])[F:12])=[CH:7][C:3]=1[C:4]([OH:6])=[O:5].OS(O)(=O)=O.[N+:20]([O-])([OH:22])=[O:21]. (9) The reactants are: FC(F)(F)C(O)=O.[CH3:8][N:9]1[CH2:14][CH2:13][CH:12]([NH:15][C:16]2[CH:21]=[CH:20][C:19]([C:22](=[O:36])/[CH:23]=[CH:24]/[C:25]3[CH:30]=[CH:29][C:28](/[CH:31]=[CH:32]/[C:33](O)=[O:34])=[CH:27][CH:26]=3)=[CH:18][CH:17]=2)[CH2:11][CH2:10]1.C1C=CC2[N:45]([OH:46])N=NC=2C=1.C(Cl)CCl.NOC1CCCCO1.Cl.CCOCC. Given the product [OH:46][NH:45][C:33](=[O:34])/[CH:32]=[CH:31]/[C:28]1[CH:29]=[CH:30][C:25](/[CH:24]=[CH:23]/[C:22]([C:19]2[CH:18]=[CH:17][C:16]([NH:15][CH:12]3[CH2:11][CH2:10][N:9]([CH3:8])[CH2:14][CH2:13]3)=[CH:21][CH:20]=2)=[O:36])=[CH:26][CH:27]=1, predict the reactants needed to synthesize it.